From a dataset of Reaction yield outcomes from USPTO patents with 853,638 reactions. Predict the reaction yield, written as a fraction of the theoretical maximum amount of product (1.0 means a 100% yield; for example, 0.34 means a 34% yield). (1) The yield is 0.420. The reactants are [NH:1]1[CH:5]=[CH:4][N:3]=[C:2]1[CH2:6][C:7]1([C:21]([O:23]C(C)(C)C)=O)[CH2:11][C:10](=[O:12])[N:9]([C:13]2[C:18]([CH3:19])=[CH:17][CH:16]=[CH:15][C:14]=2[CH3:20])[CH2:8]1.C(C1NC=CN=1)(C1NC=CN=1)=O.C(N(C(C)C)CC)(C)C.[F:49][C:50]([F:63])([F:62])[C:51]1[CH:52]=[C:53]([CH:55]=[C:56]([C:58]([F:61])([F:60])[F:59])[CH:57]=1)[NH2:54]. The product is [NH:3]1[CH:4]=[CH:5][N:1]=[C:2]1[CH2:6][C:7]1([C:21]([NH:54][C:53]2[CH:55]=[C:56]([C:58]([F:59])([F:60])[F:61])[CH:57]=[C:51]([C:50]([F:49])([F:62])[F:63])[CH:52]=2)=[O:23])[CH2:11][C:10](=[O:12])[N:9]([C:13]2[C:14]([CH3:20])=[CH:15][CH:16]=[CH:17][C:18]=2[CH3:19])[CH2:8]1. The catalyst is Cl.O1CCOCC1.C(OCC)(=O)C. (2) The reactants are FC1C(F)=C(F)C(F)=C(F)C=1O[S:5]([CH2:8][CH2:9][CH2:10][C@@H:11]1[CH2:15][CH2:14][CH2:13][N:12]1[C:16]([O:18][C:19]([CH3:22])([CH3:21])[CH3:20])=[O:17])(=[O:7])=[O:6].[CH3:31][N:32]1[CH2:37][CH2:36][CH:35]([N:38]2[CH2:43][CH2:42][NH:41][CH2:40][CH2:39]2)[CH2:34][CH2:33]1.N12CCCN=C1CCCCC2.C(=O)(O)[O-].[Na+]. The catalyst is O1CCCC1.C(OCC)(=O)C. The product is [CH3:31][N:32]1[CH2:33][CH2:34][CH:35]([N:38]2[CH2:43][CH2:42][N:41]([S:5]([CH2:8][CH2:9][CH2:10][C@@H:11]3[CH2:15][CH2:14][CH2:13][N:12]3[C:16]([O:18][C:19]([CH3:20])([CH3:21])[CH3:22])=[O:17])(=[O:6])=[O:7])[CH2:40][CH2:39]2)[CH2:36][CH2:37]1. The yield is 1.00. (3) The reactants are [I:1][C:2]1[C:10]2[C:5](=[N:6][CH:7]=[N:8][C:9]=2[NH2:11])[NH:4][N:3]=1.[C:12]([O:16][C:17]([N:19]1[CH2:24][CH2:23][CH2:22][C@H:21](O)[CH2:20]1)=[O:18])([CH3:15])([CH3:14])[CH3:13].C1C=CC(P(C2C=CC=CC=2)C2C=CC=CC=2)=CC=1.CC(OC(/N=N/C(OC(C)C)=O)=O)C. The catalyst is C1COCC1. The product is [NH2:11][C:9]1[N:8]=[CH:7][N:6]=[C:5]2[N:4]([C@@H:23]3[CH2:22][CH2:21][CH2:20][N:19]([C:17]([O:16][C:12]([CH3:15])([CH3:14])[CH3:13])=[O:18])[CH2:24]3)[N:3]=[C:2]([I:1])[C:10]=12. The yield is 0.412. (4) The reactants are Br[C:2]1[CH:7]=[C:6]([C:8]2[CH:13]=[CH:12][CH:11]=[CH:10][CH:9]=2)[CH:5]=[CH:4][N:3]=1.[C:14]([O:18][C:19]([N:21]1[CH2:26][CH2:25][NH:24][CH2:23][CH2:22]1)=[O:20])([CH3:17])([CH3:16])[CH3:15]. The catalyst is N1C=CC=CC=1. The product is [C:8]1([C:6]2[CH:5]=[CH:4][N:3]=[C:2]([N:24]3[CH2:23][CH2:22][N:21]([C:19]([O:18][C:14]([CH3:17])([CH3:16])[CH3:15])=[O:20])[CH2:26][CH2:25]3)[CH:7]=2)[CH:13]=[CH:12][CH:11]=[CH:10][CH:9]=1. The yield is 0.201. (5) The reactants are [CH:1]1([CH2:6][C@H:7]([C:11]2[CH:16]=[CH:15][C:14]([S:17][CH3:18])=[CH:13][CH:12]=2)[C:8]([OH:10])=O)[CH2:5][CH2:4][CH2:3][CH2:2]1.C1(P(C2C=CC=CC=2)C2C=CC=CC=2)C=CC=CC=1.BrN1C(=O)CCC1=O.[NH2:46][C:47]1[CH:52]=[N:51][CH:50]=[CH:49][N:48]=1. The catalyst is C(Cl)Cl. The product is [CH:1]1([CH2:6][C@H:7]([C:11]2[CH:16]=[CH:15][C:14]([S:17][CH3:18])=[CH:13][CH:12]=2)[C:8]([NH:46][C:47]2[CH:52]=[N:51][CH:50]=[CH:49][N:48]=2)=[O:10])[CH2:2][CH2:3][CH2:4][CH2:5]1. The yield is 0.150. (6) The product is [Br:9][C:2]1[S:1][CH:5]=[CH:4][C:3]=1[CH2:6][C:7]#[N:8]. The reactants are [S:1]1[CH:5]=[CH:4][C:3]([CH2:6][C:7]#[N:8])=[CH:2]1.[Br:9]N1C(=O)CCC1=O. The catalyst is C(Cl)(Cl)(Cl)Cl.Cl(O)(=O)(=O)=O.C(=O)(O)[O-].[Na+]. The yield is 0.570. (7) The reactants are [CH3:1][C:2]1[CH:6]=[C:5]([CH2:7][C:8]([OH:10])=[O:9])[O:4][N:3]=1.[CH3:11][CH2:12]O.OS(O)(=O)=O. No catalyst specified. The product is [CH3:1][C:2]1[CH:6]=[C:5]([CH2:7][C:8]([O:10][CH2:11][CH3:12])=[O:9])[O:4][N:3]=1. The yield is 0.970.